Dataset: Experimentally validated miRNA-target interactions with 360,000+ pairs, plus equal number of negative samples. Task: Binary Classification. Given a miRNA mature sequence and a target amino acid sequence, predict their likelihood of interaction. The miRNA is hsa-miR-4795-3p with sequence AUAUUAUUAGCCACUUCUGGAU. Result: 0 (no interaction). The protein sequence of the target gene is MVLYTTPFPNSCLSALHCVSWALIFPCYWLVDRLAASFIPTTYEKRQRADDPCCLQLLCTALFTPIYLALLVASLPFAFLGFLFWSPLQSARRPYIYSRLEDKGLAGGAALLSEWKGTGPGKSFCFATANVCLLPDSLARVNNLFNTQARAKEIGQRIRNGAARPQIKIYIDSPTNTSISAASFSSLVSPQGGDGVARAVPGSIKRTASVEYKGDGGRHPGDEAANGPASGDPVDSSSPEDACIVRIGGEEGGRPPEADDPVPGGQARNGAGGGPRGQTPNHNQQDGDSGSLGSPSASRE....